Predict the product of the given reaction. From a dataset of Forward reaction prediction with 1.9M reactions from USPTO patents (1976-2016). (1) Given the reactants [CH3:1][O:2][C:3](=[O:18])[CH:4]([C:8](=[O:17])[C:9]1[CH:14]=[CH:13][C:12]([CH2:15][Cl:16])=[CH:11][CH:10]=1)[C:5](=O)[CH3:6].Cl.[NH2:20]O.C([O-])(O)=O.[Na+], predict the reaction product. The product is: [CH3:1][O:2][C:3]([C:4]1[C:5]([CH3:6])=[N:20][O:17][C:8]=1[C:9]1[CH:14]=[CH:13][C:12]([CH2:15][Cl:16])=[CH:11][CH:10]=1)=[O:18]. (2) Given the reactants [CH2:1]([O:4][C:5]1([CH3:48])[CH2:10][CH2:9][N:8]([C:11]2[N:16]3[N:17]=[C:18]([CH2:20][O:21][CH2:22][C:23]4[CH:28]=[C:27]([F:29])[CH:26]=[CH:25][C:24]=4[O:30][C@H:31]([CH2:33][CH:34]=[CH2:35])[CH3:32])[CH:19]=[C:15]3[N:14]=[C:13]([CH3:36])[C:12]=2[C@H:37]([O:43][C:44]([CH3:47])([CH3:46])[CH3:45])[C:38]([O:40][CH2:41][CH3:42])=[O:39])[CH2:7][CH2:6]1)C=C, predict the reaction product. The product is: [C:44]([O:43][C@@H:37]([C:12]1[C:13]([CH3:36])=[N:14][C:15]2=[CH:19][C:18]3=[N:17][N:16]2[C:11]=1[N:8]1[CH2:9][CH2:10][C:5]([CH3:48])([O:4][CH2:1][CH:35]=[CH:34][CH2:33][C@H:31]([CH3:32])[O:30][C:24]2[CH:25]=[CH:26][C:27]([F:29])=[CH:28][C:23]=2[CH2:22][O:21][CH2:20]3)[CH2:6][CH2:7]1)[C:38]([O:40][CH2:41][CH3:42])=[O:39])([CH3:46])([CH3:47])[CH3:45]. (3) The product is: [F:45][C:39]1[C:40]([CH:42]([CH3:44])[CH3:43])=[N:41][C:36]([N:15]2[CH2:14][C@@H:13]3[C@@:8]([C:2]4[CH:3]=[CH:4][CH:5]=[CH:6][CH:7]=4)([N:9]=[C:10]([NH:17][C:18](=[O:25])[C:19]4[CH:20]=[CH:21][CH:22]=[CH:23][CH:24]=4)[S:11][CH2:12]3)[CH2:16]2)=[N:37][CH:38]=1. Given the reactants Cl.[C:2]1([C@:8]23[CH2:16][NH:15][CH2:14][C@H:13]2[CH2:12][S:11][C:10]([NH:17][C:18](=[O:25])[C:19]2[CH:24]=[CH:23][CH:22]=[CH:21][CH:20]=2)=[N:9]3)[CH:7]=[CH:6][CH:5]=[CH:4][CH:3]=1.C(N(C(C)C)CC)(C)C.Cl[C:36]1[N:41]=[C:40]([CH:42]([CH3:44])[CH3:43])[C:39]([F:45])=[CH:38][N:37]=1, predict the reaction product. (4) Given the reactants [O:1]1[CH2:6][CH2:5][CH2:4][CH:3]([C:7]([OH:9])=O)[CH2:2]1.CN(C(ON1N=NC2C=CC=NC1=2)=[N+](C)C)C.F[P-](F)(F)(F)(F)F.CCN(C(C)C)C(C)C.Cl.[CH2:44]([O:51][C:52](=[O:71])[NH:53][CH2:54][CH2:55][CH2:56][CH2:57][C@H:58]([NH2:70])[C:59]([C:61]1[S:62][C:63]2[CH:69]=[CH:68][CH:67]=[CH:66][C:64]=2[N:65]=1)=[O:60])[C:45]1[CH:50]=[CH:49][CH:48]=[CH:47][CH:46]=1, predict the reaction product. The product is: [CH2:44]([O:51][C:52](=[O:71])[NH:53][CH2:54][CH2:55][CH2:56][CH2:57][C@H:58]([NH:70][C:7]([CH:3]1[CH2:4][CH2:5][CH2:6][O:1][CH2:2]1)=[O:9])[C:59]([C:61]1[S:62][C:63]2[CH:69]=[CH:68][CH:67]=[CH:66][C:64]=2[N:65]=1)=[O:60])[C:45]1[CH:50]=[CH:49][CH:48]=[CH:47][CH:46]=1. (5) Given the reactants CC1(C)C(C)(C)OB([C:9]2[CH:17]=[C:16]3[C:12]([CH2:13][O:14][C:15]3=[O:18])=[CH:11][CH:10]=2)O1.Cl[C:21]1[N:26]=[C:25]([NH:27][C:28]([C:30]2([C:33]3[CH:43]=[CH:42][C:36]4[O:37][C:38]([F:41])([F:40])[O:39][C:35]=4[CH:34]=3)[CH2:32][CH2:31]2)=[O:29])[CH:24]=[CH:23][C:22]=1[CH3:44].C([O-])([O-])=O.[Na+].[Na+], predict the reaction product. The product is: [F:41][C:38]1([F:40])[O:37][C:36]2[CH:42]=[CH:43][C:33]([C:30]3([C:28]([NH:27][C:25]4[CH:24]=[CH:23][C:22]([CH3:44])=[C:21]([C:9]5[CH:17]=[C:16]6[C:12](=[CH:11][CH:10]=5)[CH2:13][O:14][C:15]6=[O:18])[N:26]=4)=[O:29])[CH2:32][CH2:31]3)=[CH:34][C:35]=2[O:39]1.